From a dataset of Forward reaction prediction with 1.9M reactions from USPTO patents (1976-2016). Predict the product of the given reaction. (1) Given the reactants [C:1]([O:5][C:6]([N:8]1[CH2:11][C:10]([C:13]2[CH:18]=[CH:17][C:16]([C:19](=O)[CH2:20][C:21]([C:30]3[CH:35]=[C:34]([Cl:36])[CH:33]=[C:32]([Cl:37])[CH:31]=3)([CH2:26][N+:27]([O-])=O)[C:22]([F:25])([F:24])[F:23])=[CH:15][CH:14]=2)([F:12])[CH2:9]1)=[O:7])([CH3:4])([CH3:3])[CH3:2], predict the reaction product. The product is: [C:1]([O:5][C:6]([N:8]1[CH2:11][C:10]([C:13]2[CH:18]=[CH:17][C:16]([C:19]3[CH2:20][C:21]([C:30]4[CH:35]=[C:34]([Cl:36])[CH:33]=[C:32]([Cl:37])[CH:31]=4)([C:22]([F:25])([F:24])[F:23])[CH2:26][N:27]=3)=[CH:15][CH:14]=2)([F:12])[CH2:9]1)=[O:7])([CH3:4])([CH3:3])[CH3:2]. (2) The product is: [O:1]1[CH:5]=[CH:4][CH:3]=[C:2]1[C:6]1[N:10]([C:11]2[CH:12]=[C:13]([CH:14]=[CH:15][CH:16]=2)[CH2:17][NH:18][C:30](=[O:31])[O:32][C:33]([CH3:36])([CH3:35])[CH3:34])[N:9]=[C:8]([C:19]([F:20])([F:22])[F:21])[CH:7]=1. Given the reactants [O:1]1[CH:5]=[CH:4][CH:3]=[C:2]1[C:6]1[N:10]([C:11]2[CH:12]=[C:13]([CH2:17][NH2:18])[CH:14]=[CH:15][CH:16]=2)[N:9]=[C:8]([C:19]([F:22])([F:21])[F:20])[CH:7]=1.C(N(CC)CC)C.[C:30](O[C:30]([O:32][C:33]([CH3:36])([CH3:35])[CH3:34])=[O:31])([O:32][C:33]([CH3:36])([CH3:35])[CH3:34])=[O:31], predict the reaction product. (3) Given the reactants C(=O)([O-])[O-].[Cs+].[Cs+].[SH:7][C:8]1[CH:9]=[C:10]([CH2:14][C:15]([OH:17])=[O:16])[CH:11]=[CH:12][CH:13]=1.[Cl:18][C:19]([Cl:33])([Cl:32])[CH2:20][O:21][C:22](=[O:31])[C:23]1[CH:28]=[CH:27][CH:26]=[CH:25][C:24]=1[CH2:29]Br.O, predict the reaction product. The product is: [Cl:18][C:19]([Cl:32])([Cl:33])[CH2:20][O:21][C:22](=[O:31])[C:23]1[CH:28]=[CH:27][CH:26]=[CH:25][C:24]=1[CH2:29][S:7][C:8]1[CH:13]=[CH:12][CH:11]=[C:10]([CH2:14][C:15]([OH:17])=[O:16])[CH:9]=1. (4) Given the reactants [F:1][C:2]([F:15])([F:14])[C:3]1[CH:4]=[C:5]([OH:13])[CH:6]=[C:7]([C:9]([F:12])([F:11])[F:10])[CH:8]=1.[OH-].[CH2:17]([N+:21]([CH2:30][CH2:31][CH2:32][CH3:33])([CH2:26][CH2:27][CH2:28][CH3:29])[CH2:22][CH2:23][CH2:24][CH3:25])[CH2:18][CH2:19][CH3:20], predict the reaction product. The product is: [F:1][C:2]([F:14])([F:15])[C:3]1[CH:4]=[C:5]([CH:6]=[C:7]([C:9]([F:10])([F:11])[F:12])[CH:8]=1)[O-:13].[CH2:30]([N+:21]([CH2:17][CH2:18][CH2:19][CH3:20])([CH2:22][CH2:23][CH2:24][CH3:25])[CH2:26][CH2:27][CH2:28][CH3:29])[CH2:31][CH2:32][CH3:33]. (5) Given the reactants [O:1]=[S:2]1(=[O:18])[C:14]2[C:5](=[C:6]3[C:11](=[CH:12][CH:13]=2)[NH:10][CH:9]=[C:8]([C:15]#[N:16])[C:7]3=O)[CH2:4][CH2:3]1.P(Cl)(Cl)([Cl:21])=O, predict the reaction product. The product is: [Cl:21][C:7]1[C:6]2[C:11](=[CH:12][CH:13]=[C:14]3[S:2](=[O:18])(=[O:1])[CH2:3][CH2:4][C:5]3=2)[N:10]=[CH:9][C:8]=1[C:15]#[N:16]. (6) Given the reactants O[CH2:2][C:3]1[N:4]=[CH:5][N:6]([C:8]2[CH:13]=[CH:12][C:11]([N:14]3[CH:19]=[CH:18][CH:17]=[CH:16][C:15]3=[O:20])=[CH:10][CH:9]=2)[CH:7]=1.O=S(Cl)Cl.[N-:25]=[N+:26]=[N-:27].[Na+].O, predict the reaction product. The product is: [N:25]([CH2:2][C:3]1[N:4]=[CH:5][N:6]([C:8]2[CH:13]=[CH:12][C:11]([N:14]3[CH:19]=[CH:18][CH:17]=[CH:16][C:15]3=[O:20])=[CH:10][CH:9]=2)[CH:7]=1)=[N+:26]=[N-:27]. (7) Given the reactants [CH3:1][C@@H:2]1[N:7]([C:8](=[O:21])[CH2:9][NH:10]C(OCC2C=CC=CC=2)=O)[CH2:6][CH2:5][N:4]([C:22]([O:24][C:25]([CH3:28])([CH3:27])[CH3:26])=[O:23])[CH2:3]1.N#N, predict the reaction product. The product is: [NH2:10][CH2:9][C:8]([N:7]1[CH2:6][CH2:5][N:4]([C:22]([O:24][C:25]([CH3:28])([CH3:27])[CH3:26])=[O:23])[CH2:3][C@@H:2]1[CH3:1])=[O:21]. (8) Given the reactants [OH:1][C:2]1[CH:3]=[C:4]([CH:14]=[CH:15][CH:16]=1)[CH2:5][CH:6]([C:11](=[O:13])[CH3:12])[C:7]([O:9][CH3:10])=[O:8].C([O-])([O-])=O.[Cs+].[Cs+].[Na+].[I-].Cl.[CH3:26][N:27]([CH3:31])[CH2:28][CH2:29]Cl, predict the reaction product. The product is: [CH3:26][N:27]([CH3:31])[CH2:28][CH2:29][O:1][C:2]1[CH:3]=[C:4]([CH:14]=[CH:15][CH:16]=1)[CH2:5][CH:6]([C:11](=[O:13])[CH3:12])[C:7]([O:9][CH3:10])=[O:8]. (9) Given the reactants [OH:1][CH2:2][CH2:3][N:4]([C:8]1[CH:13]=[CH:12][C:11]([N+:14]([O-])=O)=[CH:10][CH:9]=1)[CH2:5][CH2:6][OH:7].O.O.[Sn](Cl)[Cl:20].N, predict the reaction product. The product is: [ClH:20].[ClH:20].[OH:1][CH2:2][CH2:3][N:4]([CH2:5][CH2:6][OH:7])[C:8]1[CH:13]=[CH:12][C:11]([NH2:14])=[CH:10][CH:9]=1. (10) Given the reactants O=[C:2]1[CH2:7][CH2:6][N:5]([C:8]2[CH:13]=[CH:12][C:11]([NH:14][S:15]([C:18]3[CH:23]=[CH:22][C:21]([NH:24][C:25](=[O:27])[CH3:26])=[CH:20][CH:19]=3)(=[O:17])=[O:16])=[CH:10][CH:9]=2)[CH2:4][CH2:3]1.[OH:28][C@@H:29]([CH2:42][NH2:43])[CH2:30][O:31][C:32]1[C:40]2[NH:39][C:38](=[O:41])[NH:37][C:36]=2[CH:35]=[CH:34][CH:33]=1, predict the reaction product. The product is: [OH:28][C@H:29]([CH2:30][O:31][C:32]1[C:40]2[NH:39][C:38](=[O:41])[NH:37][C:36]=2[CH:35]=[CH:34][CH:33]=1)[CH2:42][NH:43][CH:2]1[CH2:7][CH2:6][N:5]([C:8]2[CH:13]=[CH:12][C:11]([NH:14][S:15]([C:18]3[CH:19]=[CH:20][C:21]([NH:24][C:25](=[O:27])[CH3:26])=[CH:22][CH:23]=3)(=[O:16])=[O:17])=[CH:10][CH:9]=2)[CH2:4][CH2:3]1.